This data is from Experimentally validated miRNA-target interactions with 360,000+ pairs, plus equal number of negative samples. The task is: Binary Classification. Given a miRNA mature sequence and a target amino acid sequence, predict their likelihood of interaction. (1) The miRNA is hsa-miR-6817-3p with sequence UCUCUCUGACUCCAUGGCA. The protein sequence of the target gene is MLALRLLNVVAPAYFLCISLVTFVLQLFLFLPSMREDPAAARLFSPALLHGALFLFLSANALGNYVLVIQNSPDDLGACQGASARKTPCPSPSTHFCRVCARVTLRHDHHCFFTGNCIGSRNMRNFVLFCLYTSLACLYSMVAGVAYISAVLSISFAHPLAFLTLLPTSISQFFSGAVLGSEMFVILMLYLWFAIGLACAGFCCHQLLLILRGQTRHQVRKGVAVRARPWRKNLQEVFGKRWLLGLLVPMFNVGSESSKQQDK. Result: 1 (interaction). (2) The miRNA is hsa-miR-624-3p with sequence CACAAGGUAUUGGUAUUACCU. The protein sequence of the target gene is MPKVKRSRKAPPDGWELIEPTLDELDQKMREAETEPHEGKRKVESLWPIFRIHHQKTRYIFDLFYKRKAISRELYEYCIKEGYADKNLIAKWKKQGYENLCCLRCIQTRDTNFGTNCICRVPKSKLEVGRIIECTHCGCRGCSG. Result: 0 (no interaction). (3) The miRNA is hsa-miR-3911 with sequence UGUGUGGAUCCUGGAGGAGGCA. The protein sequence of the target gene is MSTVEEDSDTVTVETVNSVTLTQDTEGNLILHCPQNEADEIDSEDSIEPPHKRLCLSSEDDQSIDDSTPCISVVALPLSENDQSFEVTMTATTEVADDEVTEGTVTQIQILQNEQLDEISPLGNEEVSAVSQAWFTTKEDKDSLTNKGHKWKQGMWSKEEIDILMNNIERYLKARGIKDATEIIFEMSKDERKDFYRTIAWGLNRPLFAVYRRVLRMYDDRNHVGKYTPEEIEKLKELRIKHGNDWATIGAALGRSASSVKDRCRLMKDTCNTGKWTEEEEKRLAEVVHELTSTEPGDIV.... Result: 1 (interaction). (4) The miRNA is gga-miR-146b-3p with sequence CCCUAUGGAUUCAGUUCUGC. The protein sequence of the target gene is MAAHGGSAASSALKGLIQQFTAITGASESVGKHMLEACNNNLEMAVTMFLDGGGIAEEPSTSSASVSTVRPHTEEEVRAPIPQKQEILVEPEPLFGVRQEQELRNGGAIDKKLTTLADLFRPPIDLMHKGSFETAKECGQMQNKWLMINIQNVQDFACQCLNRDVWSNEAVKNIIREHFIFWQVYHDSEEGQRYIQFYKLGDFPYVSILDPRTGQKLVEWHQLDVSSFLDQVTGFLGEHGQLDGLSSSPPKKCARSESLIDASEDSQLEAAIRASLQETHFDSAQAKQDSRSDEESESEL.... Result: 0 (no interaction). (5) The miRNA is mmu-miR-99b-5p with sequence CACCCGUAGAACCGACCUUGCG. The protein sequence of the target gene is MHPAAFPLPVVVAAVLWGAAPTRGLIRATSDHNASMDFADLPALFGATLSQEGLQGFLVEAHPDNACSPIAPPPPAPVNGSVFIALLRRFDCNFDLKVLNAQKAGYGAAVVHNVNSNELLNMVWNSEEIQQQIWIPSVFIGERSSEYLRALFVYEKGARVLLVPDNTFPLGYYLIPFTGIVGLLVLAMGAVMIARCIQHRKRLQRNRLTKEQLKQIPTHDYQKGDQYDVCAICLDEYEDGDKLRVLPCAHAYHSRCVDPWLTQTRKTCPICKQPVHRGPGDEDQEEETQGQEEGDEGEPR.... Result: 0 (no interaction).